From a dataset of Full USPTO retrosynthesis dataset with 1.9M reactions from patents (1976-2016). Predict the reactants needed to synthesize the given product. (1) Given the product [CH3:22][N:6]([C:2]1[S:1][CH:5]=[CH:4][N:3]=1)[CH:7]1[CH2:11][CH2:10][N:9]([C:12]([O:14][C:15]([CH3:18])([CH3:17])[CH3:16])=[O:13])[CH2:8]1, predict the reactants needed to synthesize it. The reactants are: [S:1]1[CH:5]=[CH:4][N:3]=[C:2]1[NH:6][CH:7]1[CH2:11][CH2:10][N:9]([C:12]([O:14][C:15]([CH3:18])([CH3:17])[CH3:16])=[O:13])[CH2:8]1.[H-].[Na+].I[CH3:22].[NH4+].[OH-]. (2) Given the product [CH:29]([C:7]1[C:16]2[C:11](=[CH:12][CH:13]=[C:14]([O:17][CH3:18])[CH:21]=2)[N:10]=[CH:9][CH:8]=1)=[CH2:30], predict the reactants needed to synthesize it. The reactants are: FC(F)(F)S(O[C:7]1[C:16]2[C:11](=[CH:12][CH:13]=[C:14]([O:17][CH3:18])N=2)[N:10]=[CH:9][CH:8]=1)(=O)=O.[C:21]([O-])([O-])=O.[K+].[K+].CO[CH2:29][CH2:30]OC.